The task is: Predict the product of the given reaction.. This data is from Forward reaction prediction with 1.9M reactions from USPTO patents (1976-2016). Given the reactants [CH:1]([C:4]1[CH:9]=[C:8]([O:10][CH3:11])[CH:7]=[CH:6][C:5]=1[OH:12])([CH3:3])[CH3:2].[C:13]1([CH3:23])[CH:18]=[CH:17][C:16]([S:19](Cl)(=[O:21])=[O:20])=[CH:15][CH:14]=1.O, predict the reaction product. The product is: [CH:1]([C:4]1[CH:9]=[C:8]([O:10][CH3:11])[CH:7]=[CH:6][C:5]=1[O:12][S:19]([C:16]1[CH:17]=[CH:18][C:13]([CH3:23])=[CH:14][CH:15]=1)(=[O:21])=[O:20])([CH3:3])[CH3:2].